From a dataset of Catalyst prediction with 721,799 reactions and 888 catalyst types from USPTO. Predict which catalyst facilitates the given reaction. (1) Reactant: [C:1]([O:5][C:6]([N:8]1[CH2:13][CH2:12][N:11]([C:14]2[N:19]=[CH:18][C:17](Br)=[CH:16][N:15]=2)[CH2:10][CH2:9]1)=[O:7])([CH3:4])([CH3:3])[CH3:2].[F:21][C:22]1[CH:27]=[CH:26][C:25](B(O)O)=[CH:24][CH:23]=1.P([O-])([O-])([O-])=O.[K+].[K+].[K+]. Product: [C:1]([O:5][C:6]([N:8]1[CH2:13][CH2:12][N:11]([C:14]2[N:19]=[CH:18][C:17]([C:25]3[CH:26]=[CH:27][C:22]([F:21])=[CH:23][CH:24]=3)=[CH:16][N:15]=2)[CH2:10][CH2:9]1)=[O:7])([CH3:4])([CH3:3])[CH3:2]. The catalyst class is: 108. (2) Reactant: [CH:1]([C:3]1[NH:4][C:5]2[CH2:6][CH2:7][CH2:8][CH2:9][C:10]=2[C:11]=1[CH:12]([CH3:16])C(O)=O)=O.[Cl:17][C:18]1[C:19]([CH3:28])=[C:20]2[C:24](=[CH:25][CH:26]=1)[NH:23][C:22](=[O:27])[CH2:21]2.N1CCCCC1.[C:35]([OH:38])(=[O:37])C. Product: [Cl:17][C:18]1[C:19]([CH3:28])=[C:20]2[C:24](=[CH:25][CH:26]=1)[NH:23][C:22](=[O:27])[C:21]2=[CH:1][C:3]1[NH:4][C:5]2[CH2:6][CH2:7][CH2:8][CH2:9][C:10]=2[C:11]=1[CH2:12][CH2:16][C:35]([OH:38])=[O:37]. The catalyst class is: 8. (3) Reactant: Br[C:2]1[CH:7]=[CH:6][C:5]([F:8])=[CH:4][C:3]=1[CH:9]=[CH2:10].[Cu][C:12]#[N:13].Cl. Product: [F:8][C:5]1[CH:6]=[CH:7][C:2]([C:12]#[N:13])=[C:3]([CH:9]=[CH2:10])[CH:4]=1. The catalyst class is: 9. (4) Product: [O:18]1[CH2:19][CH2:20][N:15]([CH2:21][CH2:22][CH2:23][NH:24][C:2]2[CH:7]=[CH:6][C:5]([S:8]([NH2:11])(=[O:10])=[O:9])=[CH:4][C:3]=2[N+:12]([O-:14])=[O:13])[CH2:16][CH2:17]1. Reactant: F[C:2]1[CH:7]=[CH:6][C:5]([S:8]([NH2:11])(=[O:10])=[O:9])=[CH:4][C:3]=1[N+:12]([O-:14])=[O:13].[N:15]1([CH2:21][CH2:22][CH2:23][NH2:24])[CH2:20][CH2:19][O:18][CH2:17][CH2:16]1.C(N(CC)CC)C. The catalyst class is: 56. (5) Reactant: [O:1]1[C:5]2[CH:6]=[CH:7][CH:8]=[CH:9][C:4]=2[C:3]([C:10]2[CH:18]=[CH:17][CH:16]=[CH:15][C:11]=2[CH:12](O)[CH3:13])=[N:2]1.C1(P(C2C=CC=CC=2)C2C=CC=CC=2)C=CC=CC=1.N(C(OCC)=O)=NC(OCC)=O.C1(P([N:64]=[N+:65]=[N-:66])(C2C=CC=CC=2)=O)C=CC=CC=1. Product: [N:64]([CH:12]([C:11]1[CH:15]=[CH:16][CH:17]=[CH:18][C:10]=1[C:3]1[C:4]2[CH:9]=[CH:8][CH:7]=[CH:6][C:5]=2[O:1][N:2]=1)[CH3:13])=[N+:65]=[N-:66]. The catalyst class is: 7. (6) Reactant: [Cl:1][C:2]1[CH:10]=[CH:9][C:8]([S:11](Cl)(=[O:13])=[O:12])=[CH:7][C:3]=1[C:4]([OH:6])=[O:5].S([O-])([O-])=O.[Na+].[Na+].[OH-].[Na+].Cl. Product: [Cl:1][C:2]1[CH:10]=[CH:9][C:8]([SH:11](=[O:13])=[O:12])=[CH:7][C:3]=1[C:4]([OH:6])=[O:5]. The catalyst class is: 6. (7) Reactant: [BH4-].[Na+].[C:3]1([CH3:19])[CH:8]=[CH:7][CH:6]=[CH:5][C:4]=1[C:9]([CH:11]1[CH:16]2[CH2:17][CH2:18][N:13]([CH2:14][CH2:15]2)[CH2:12]1)=[O:10].O.C(OC(=O)C)C. Product: [C:3]1([CH3:19])[CH:8]=[CH:7][CH:6]=[CH:5][C:4]=1[CH:9]([CH:11]1[CH:16]2[CH2:17][CH2:18][N:13]([CH2:14][CH2:15]2)[CH2:12]1)[OH:10]. The catalyst class is: 8. (8) Product: [F:33][C:26]1[C:27]([C:29]([F:32])([F:30])[F:31])=[CH:28][C:23]([NH:22][C@@H:9]2[C@@H:8]([C:5]3[CH:4]=[CH:3][C:2]([F:1])=[CH:7][CH:6]=3)[CH2:12][N:11]([S:13]([C:16]3[N:17]=[CH:18][N:19]([CH3:21])[CH:20]=3)(=[O:15])=[O:14])[CH2:10]2)=[N:24][CH:25]=1. Reactant: [F:1][C:2]1[CH:7]=[CH:6][C:5]([C@H:8]2[CH2:12][N:11]([S:13]([C:16]3[N:17]=[CH:18][N:19]([CH3:21])[CH:20]=3)(=[O:15])=[O:14])[CH2:10][C@@H:9]2[NH:22][C:23]2[CH:28]=[C:27]([C:29]([F:32])([F:31])[F:30])[CH:26]=[CH:25][N:24]=2)=[CH:4][CH:3]=1.[F:33][B-](F)(F)F.ClC[N+]12CC[N+](F)(CC1)CC2.F[B-](F)(F)F. The catalyst class is: 9. (9) Reactant: [C:1]([OH:10])(=[O:9])/[CH:2]=[CH:3]\[CH:4]=[CH:5]\[C:6]([OH:8])=[O:7].II. Product: [C:1]([OH:10])(=[O:9])/[CH:2]=[CH:3]/[CH:4]=[CH:5]/[C:6]([OH:8])=[O:7]. The catalyst class is: 259.